From a dataset of Forward reaction prediction with 1.9M reactions from USPTO patents (1976-2016). Predict the product of the given reaction. (1) Given the reactants Br[C:2]1[CH:7]=[C:6]([O:8][CH2:9][CH2:10][O:11][CH3:12])[CH:5]=[CH:4][C:3]=1[O:13][CH3:14].B(OC(C)C)(OC(C)C)OC(C)C.C([Li])CCC.B(O)O.[N:36]1[CH:41]=[CH:40][CH:39]=[C:38]([NH:42][C:43]([N:45]2[CH2:48][CH:47]([O:49][C:50]3[CH:55]=[CH:54][C:53](I)=[CH:52][N:51]=3)[CH2:46]2)=[O:44])[N:37]=1, predict the reaction product. The product is: [N:36]1[CH:41]=[CH:40][CH:39]=[C:38]([NH:42][C:43]([N:45]2[CH2:46][CH:47]([O:49][C:50]3[CH:55]=[CH:54][C:53]([C:2]4[CH:7]=[C:6]([O:8][CH2:9][CH2:10][O:11][CH3:12])[CH:5]=[CH:4][C:3]=4[O:13][CH3:14])=[CH:52][N:51]=3)[CH2:48]2)=[O:44])[N:37]=1. (2) Given the reactants [NH2:1][C:2]1[CH:7]=[CH:6][N:5]=[CH:4][CH:3]=1.[Cl:8][C:9]1[CH:10]=[C:11]([CH:15]=[CH:16][CH:17]=1)[C:12](Cl)=[O:13], predict the reaction product. The product is: [Cl:8][C:9]1[CH:10]=[C:11]([CH:15]=[CH:16][CH:17]=1)[C:12]([NH:1][C:2]1[CH:7]=[CH:6][N:5]=[CH:4][CH:3]=1)=[O:13]. (3) Given the reactants [Cl:1][C:2]1[CH:21]=[CH:20][C:5]([O:6][C:7]2[CH:12]=[CH:11][C:10]([N:13]3[CH2:18][CH2:17][CH2:16][NH:15][C:14]3=O)=[CH:9][CH:8]=2)=[CH:4][CH:3]=1.COC1CCCC1.COC1C=CC(P2(SP(C3C=CC(OC)=CC=3)(=S)S2)=[S:38])=CC=1, predict the reaction product. The product is: [Cl:1][C:2]1[CH:21]=[CH:20][C:5]([O:6][C:7]2[CH:12]=[CH:11][C:10]([N:13]3[CH2:18][CH2:17][CH2:16][NH:15][C:14]3=[S:38])=[CH:9][CH:8]=2)=[CH:4][CH:3]=1. (4) Given the reactants [NH2:1][C@@H:2]([CH3:19])[CH2:3][N:4]1[CH:8]=[CH:7][C:6]([C:9]2[CH:16]=[CH:15][C:12]([C:13]#[N:14])=[C:11]([Cl:17])[C:10]=2[F:18])=[N:5]1.[C:20]([C:23]1[CH:27]=[C:26]([C:28](O)=[O:29])[NH:25][N:24]=1)(=[O:22])[CH3:21], predict the reaction product. The product is: [C:20]([C:23]1[CH:27]=[C:26]([C:28]([NH:1][C@@H:2]([CH3:19])[CH2:3][N:4]2[CH:8]=[CH:7][C:6]([C:9]3[CH:16]=[CH:15][C:12]([C:13]#[N:14])=[C:11]([Cl:17])[C:10]=3[F:18])=[N:5]2)=[O:29])[NH:25][N:24]=1)(=[O:22])[CH3:21]. (5) Given the reactants [O-]CC.[Na+].C(O)C.[C:8]([O:16][CH2:17][CH3:18])(=[O:15])[CH2:9][C:10]([O:12]CC)=O.Cl[CH2:20][C:21]([NH2:23])=[O:22], predict the reaction product. The product is: [O:12]=[C:10]1[CH:9]([C:8]([O:16][CH2:17][CH3:18])=[O:15])[CH2:20][C:21](=[O:22])[NH:23]1.